This data is from Reaction yield outcomes from USPTO patents with 853,638 reactions. The task is: Predict the reaction yield, written as a fraction of the theoretical maximum amount of product (1.0 means a 100% yield; for example, 0.34 means a 34% yield). (1) The reactants are [CH3:1][O:2][C:3]1[C:4]([N+:11]([O-])=O)=[C:5]([CH:8]=[CH:9][CH:10]=1)[C:6]#[N:7]. The catalyst is CC(O)=O.[Fe]. The product is [NH2:11][C:4]1[C:3]([O:2][CH3:1])=[CH:10][CH:9]=[CH:8][C:5]=1[C:6]#[N:7]. The yield is 0.740. (2) The reactants are [CH3:1][C:2]1[O:6][N:5]=[C:4]([C:7]2[CH:12]=[CH:11][CH:10]=[CH:9][CH:8]=2)[C:3]=1[CH2:13][O:14][C:15]1[CH:23]=[CH:22][C:18]([C:19]([OH:21])=O)=[CH:17][N:16]=1.[OH:24][CH:25]1[CH2:30][CH2:29][NH:28][CH2:27][CH2:26]1. No catalyst specified. The product is [OH:24][CH:25]1[CH2:30][CH2:29][N:28]([C:19]([C:18]2[CH:17]=[N:16][C:15]([O:14][CH2:13][C:3]3[C:4]([C:7]4[CH:8]=[CH:9][CH:10]=[CH:11][CH:12]=4)=[N:5][O:6][C:2]=3[CH3:1])=[CH:23][CH:22]=2)=[O:21])[CH2:27][CH2:26]1. The yield is 0.730.